Regression. Given a peptide amino acid sequence and an MHC pseudo amino acid sequence, predict their binding affinity value. This is MHC class II binding data. From a dataset of Peptide-MHC class II binding affinity with 134,281 pairs from IEDB. (1) The peptide sequence is VKNVIGPFMKAVCVE. The MHC is DRB1_0405 with pseudo-sequence DRB1_0405. The binding affinity (normalized) is 0. (2) The peptide sequence is PISVTAPPPQLPRPP. The MHC is HLA-DQA10104-DQB10503 with pseudo-sequence HLA-DQA10104-DQB10503. The binding affinity (normalized) is 0. (3) The peptide sequence is DIYISRRLLGTFTWT. The MHC is DRB1_0404 with pseudo-sequence DRB1_0404. The binding affinity (normalized) is 0.416. (4) The peptide sequence is EVIPTAFKIGKTYTP. The MHC is HLA-DQA10101-DQB10501 with pseudo-sequence HLA-DQA10101-DQB10501. The binding affinity (normalized) is 0.299. (5) The peptide sequence is LHLYSHPIILGFRKI. The MHC is DRB5_0101 with pseudo-sequence DRB5_0101. The binding affinity (normalized) is 0.415. (6) The peptide sequence is ASFIYDGRLVDSIGS. The MHC is DRB1_0701 with pseudo-sequence DRB1_0701. The binding affinity (normalized) is 0.260. (7) The peptide sequence is PIVNRNGEVIGLYGN. The MHC is HLA-DQA10201-DQB10301 with pseudo-sequence HLA-DQA10201-DQB10301. The binding affinity (normalized) is 0.426. (8) The peptide sequence is LPQILAECARRRLRTHHHHHH. The MHC is DRB3_0301 with pseudo-sequence DRB3_0301. The binding affinity (normalized) is 0.633. (9) The peptide sequence is KSRTLKSFFAWSLSD. The MHC is DRB4_0101 with pseudo-sequence DRB4_0103. The binding affinity (normalized) is 0.474. (10) The peptide sequence is YYSEPTSENNAHHVC. The MHC is HLA-DQA10501-DQB10302 with pseudo-sequence HLA-DQA10501-DQB10302. The binding affinity (normalized) is 0.332.